From a dataset of Full USPTO retrosynthesis dataset with 1.9M reactions from patents (1976-2016). Predict the reactants needed to synthesize the given product. (1) Given the product [Cl:26][C:27]1[CH:35]=[C:34]([Cl:36])[CH:33]=[CH:32][C:28]=1[C:29]([NH:13][C:10]1[CH:9]=[CH:8][C:7]([C:5]2[O:6][C:2]([CH3:1])=[C:3]([C:14]3[CH:15]=[CH:16][CH:17]=[CH:18][CH:19]=3)[N:4]=2)=[CH:12][CH:11]=1)=[O:30], predict the reactants needed to synthesize it. The reactants are: [CH3:1][C:2]1[O:6][C:5]([C:7]2[CH:12]=[CH:11][C:10]([NH2:13])=[CH:9][CH:8]=2)=[N:4][C:3]=1[C:14]1[CH:19]=[CH:18][CH:17]=[CH:16][CH:15]=1.N1C=CC=CC=1.[Cl:26][C:27]1[CH:35]=[C:34]([Cl:36])[CH:33]=[CH:32][C:28]=1[C:29](Cl)=[O:30]. (2) Given the product [N:27]1[CH:28]=[CH:29][C:24]([CH2:23][NH:22][C:18]([CH:16]2[S:15][C:11]3[N:10]([C:9](=[O:21])[N:8]([CH2:1][C:2]4[CH:3]=[CH:4][CH:5]=[CH:6][CH:7]=4)[C:13](=[O:14])[CH:12]=3)[CH2:17]2)=[O:20])=[CH:25][CH:26]=1, predict the reactants needed to synthesize it. The reactants are: [CH2:1]([N:8]1[C:13](=[O:14])[CH:12]=[C:11]2[S:15][CH:16]([C:18]([OH:20])=O)[CH2:17][N:10]2[C:9]1=[O:21])[C:2]1[CH:7]=[CH:6][CH:5]=[CH:4][CH:3]=1.[NH2:22][CH2:23][C:24]1[CH:29]=[CH:28][N:27]=[CH:26][CH:25]=1.O.ON1C2C=CC=CC=2N=N1.Cl.C(N=C=N)C. (3) Given the product [C:1]([O:5][C:6]([N:8]1[CH:12]([CH:13]([OH:14])[CH2:20][CH2:19][CH:18]=[CH2:17])[CH2:11][O:10][C:9]1([CH3:16])[CH3:15])=[O:7])([CH3:4])([CH3:3])[CH3:2], predict the reactants needed to synthesize it. The reactants are: [C:1]([O:5][C:6]([N:8]1[C@H:12]([CH:13]=[O:14])[CH2:11][O:10][C:9]1([CH3:16])[CH3:15])=[O:7])([CH3:4])([CH3:3])[CH3:2].[CH2:17]([Mg]Br)[CH2:18][CH:19]=[CH2:20].[NH4+].[Cl-]. (4) Given the product [CH3:1][N:2]1[CH:6]=[C:5]([NH:7][C:8]([O:10][CH2:11][CH2:12][S:13][C:14]2[CH:15]=[CH:16][C:17]([C:20]([F:23])([F:21])[F:22])=[CH:18][CH:19]=2)=[O:9])[N:4]=[C:3]1[C:24]([OH:26])=[O:25], predict the reactants needed to synthesize it. The reactants are: [CH3:1][N:2]1[CH:6]=[C:5]([NH:7][C:8]([O:10][CH2:11][CH2:12][S:13][C:14]2[CH:19]=[CH:18][C:17]([C:20]([F:23])([F:22])[F:21])=[CH:16][CH:15]=2)=[O:9])[N:4]=[C:3]1[C:24]([O:26]CC)=[O:25].[Li+].[OH-].Cl.